This data is from Forward reaction prediction with 1.9M reactions from USPTO patents (1976-2016). The task is: Predict the product of the given reaction. (1) Given the reactants [Br:1][C:2]1[C:12]([O:13][CH2:14][C:15]([NH2:17])=[O:16])=[C:11]([Br:18])[CH:10]=[CH:9][C:3]=1[C:4]([O:6]CC)=[O:5].[OH-].[Na+], predict the reaction product. The product is: [Br:1][C:2]1[C:12]([O:13][CH2:14][C:15]([NH2:17])=[O:16])=[C:11]([Br:18])[CH:10]=[CH:9][C:3]=1[C:4]([OH:6])=[O:5]. (2) Given the reactants CO[C:3]([N:5]1[C:9](=[O:10])[CH:8]=[CH:7][C:6]1=[O:11])=O.NC[CH2:14][C:15]([CH3:20])([CH3:19])[C:16]([OH:18])=[O:17], predict the reaction product. The product is: [O:10]=[C:9]1[CH:8]=[CH:7][C:6](=[O:11])[N:5]1[CH2:3][CH2:14][C:15]([CH3:20])([CH3:19])[C:16]([OH:18])=[O:17]. (3) Given the reactants I[C:2]1[C:10]2[C:9]([NH:11][C:12]3[CH:17]=[CH:16][C:15]([O:18][C:19]4[CH:24]=[CH:23][CH:22]=[CH:21][CH:20]=4)=[CH:14][CH:13]=3)=[CH:8][CH:7]=[N:6][C:5]=2[N:4]([CH2:25][C:26]2[CH:31]=[CH:30][C:29]([O:32][CH3:33])=[CH:28][CH:27]=2)[N:3]=1.[OH:34][C@@H:35]1[CH2:39][CH2:38][N:37]([C:40]([O:42][C:43]([CH3:46])([CH3:45])[CH3:44])=[O:41])[CH2:36]1.N1C2C(=CC=C3C=2N=CC=C3)C=CC=1, predict the reaction product. The product is: [CH3:33][O:32][C:29]1[CH:30]=[CH:31][C:26]([CH2:25][N:4]2[C:5]3=[N:6][CH:7]=[CH:8][C:9]([NH:11][C:12]4[CH:17]=[CH:16][C:15]([O:18][C:19]5[CH:24]=[CH:23][CH:22]=[CH:21][CH:20]=5)=[CH:14][CH:13]=4)=[C:10]3[C:2]([O:34][C@@H:35]3[CH2:39][CH2:38][N:37]([C:40]([O:42][C:43]([CH3:46])([CH3:45])[CH3:44])=[O:41])[CH2:36]3)=[N:3]2)=[CH:27][CH:28]=1. (4) Given the reactants [CH2:1]([O:3][CH2:4][CH2:5][OH:6])[CH3:2].[H-].[Na+].Br[CH2:10][C:11]1[N:16]=[C:15]([CH2:17][N:18]2[C:22]3[N:23]=[C:24]([NH2:33])[N:25]=[C:26]([C:27]4[O:28][C:29]([CH3:32])=[CH:30][CH:31]=4)[C:21]=3[N:20]=[N:19]2)[CH:14]=[CH:13][CH:12]=1, predict the reaction product. The product is: [CH2:1]([O:3][CH2:4][CH2:5][O:6][CH2:10][C:11]1[N:16]=[C:15]([CH2:17][N:18]2[C:22]3[N:23]=[C:24]([NH2:33])[N:25]=[C:26]([C:27]4[O:28][C:29]([CH3:32])=[CH:30][CH:31]=4)[C:21]=3[N:20]=[N:19]2)[CH:14]=[CH:13][CH:12]=1)[CH3:2].